This data is from Catalyst prediction with 721,799 reactions and 888 catalyst types from USPTO. The task is: Predict which catalyst facilitates the given reaction. (1) Reactant: C(O[CH2:5][CH3:6])(=O)C.O1[CH2:11][CH2:10][CH2:9][CH2:8]1.C(=O)([O-])[O-].[K+].[K+]. Product: [C:8]1([C:6]2[CH:5]=[CH:11][CH:10]=[CH:9][CH:8]=2)[CH:5]=[CH:6][CH:11]=[CH:10][CH:9]=1. The catalyst class is: 6. (2) Reactant: NC1C=CC(C#N)=CC=1[NH:10][CH2:11][CH2:12][N:13]1[CH2:18][CH2:17][O:16][CH2:15][CH2:14]1.CO[C:21]1[CH:22]=[C:23]([CH:26]=[CH:27][C:28]=1[N+:29]([O-:31])=[O:30])[C:24]#[N:25].NCCN1CCOCC1. Product: [N:13]1([CH2:12][CH2:11][NH:10][C:21]2[CH:22]=[C:23]([CH:26]=[CH:27][C:28]=2[N+:29]([O-:31])=[O:30])[C:24]#[N:25])[CH2:18][CH2:17][O:16][CH2:15][CH2:14]1. The catalyst class is: 25. (3) Reactant: [CH3:1][O:2][C:3]1[CH:8]=[CH:7][C:6]([C:9]2[CH2:10][C@@H:11]([CH2:25][OH:26])[N:12]([S:15]([C:18]3[CH:23]=[CH:22][C:21]([CH3:24])=[CH:20][CH:19]=3)(=[O:17])=[O:16])[CH2:13][CH:14]=2)=[CH:5][CH:4]=1.B.[O:28]1CCCC1. Product: [OH:26][CH2:25][C@H:11]1[N:12]([S:15]([C:18]2[CH:19]=[CH:20][C:21]([CH3:24])=[CH:22][CH:23]=2)(=[O:17])=[O:16])[CH2:13][C@H:14]([OH:28])[C@@H:9]([C:6]2[CH:5]=[CH:4][C:3]([O:2][CH3:1])=[CH:8][CH:7]=2)[CH2:10]1. The catalyst class is: 7. (4) Reactant: Cl.[F:2][C:3]([F:22])([O:8][C:9]1[CH:21]=[CH:20][C:12]([O:13][CH:14]2[CH2:19][CH2:18][NH:17][CH2:16][CH2:15]2)=[CH:11][CH:10]=1)[C:4]([F:7])([F:6])[F:5].C(N(C(C)C)CC)(C)C.[CH2:32]([C@@:34]1([CH2:41][S:42](Cl)(=[O:44])=[O:43])[C:38](=[O:39])[NH:37][C:36](=[O:40])[NH:35]1)[CH3:33]. Product: [CH2:32]([C@:34]1([CH2:41][S:42]([N:17]2[CH2:18][CH2:19][CH:14]([O:13][C:12]3[CH:11]=[CH:10][C:9]([O:8][C:3]([F:2])([F:22])[C:4]([F:7])([F:6])[F:5])=[CH:21][CH:20]=3)[CH2:15][CH2:16]2)(=[O:43])=[O:44])[NH:35][C:36](=[O:40])[NH:37][C:38]1=[O:39])[CH3:33]. The catalyst class is: 4. (5) Product: [CH3:26][CH:27]([OH:33])[CH3:28].[NH2:1][C:2]1[CH:10]=[C:9]([C@H:11]([NH:14][C:15]([N:17]2[C:23](=[O:24])[C@H:22]([CH2:25][C:26]3[CH:31]=[C:30]([Cl:32])[CH:29]=[CH:28][C:27]=3[O:33][CH3:34])[CH2:21][NH:20][C:19](=[O:35])[CH2:18]2)=[O:16])[CH2:12][CH3:13])[CH:8]=[CH:7][C:3]=1[C:4]([OH:6])=[O:5]. The catalyst class is: 378. Reactant: [NH2:1][C:2]1[CH:10]=[C:9]([C@H:11]([NH:14][C:15]([N:17]2[C:23](=[O:24])[C@H:22]([CH2:25][C:26]3[CH:31]=[C:30]([Cl:32])[CH:29]=[CH:28][C:27]=3[O:33][CH3:34])[CH2:21][NH:20][C:19](=[O:35])[CH2:18]2)=[O:16])[CH2:12][CH3:13])[CH:8]=[CH:7][C:3]=1[C:4]([OH:6])=[O:5]. (6) Product: [NH:7]1[C:8]2[C:13](=[CH:12][C:11]([C:15]([OH:17])=[O:16])=[CH:10][CH:9]=2)[CH:14]=[C:6]1[C:4]([OH:5])=[O:3]. Reactant: CC[O:3][C:4]([C:6]1[NH:7][C:8]2[C:13]([CH:14]=1)=[CH:12][C:11]([C:15]([OH:17])=[O:16])=[CH:10][CH:9]=2)=[O:5].[OH-].[Na+]. The catalyst class is: 72. (7) Reactant: C[Si](C)(C)[N-][Si](C)(C)C.[Na+].[CH2:11]([C:13]1[CH:19]=[CH:18][CH:17]=[C:16]([CH2:20][CH3:21])[C:14]=1[NH2:15])[CH3:12].[NH2:22][C:23]1[N:32]=[CH:31][C:30]2[CH2:29][CH2:28][C:27]3[C:33]([C:37](OCC)=[O:38])=[N:34][N:35]([CH3:36])[C:26]=3[C:25]=2[N:24]=1. Product: [NH2:22][C:23]1[N:32]=[CH:31][C:30]2[CH2:29][CH2:28][C:27]3[C:33]([C:37]([NH:15][C:14]4[C:16]([CH2:20][CH3:21])=[CH:17][CH:18]=[CH:19][C:13]=4[CH2:11][CH3:12])=[O:38])=[N:34][N:35]([CH3:36])[C:26]=3[C:25]=2[N:24]=1. The catalyst class is: 1. (8) Reactant: C(OC(=O)[NH:7][C@H:8]1[CH2:13][CH2:12][N:11]([CH2:14][C@H:15]([OH:28])[C:16]2[C:25]3[C:20](=[CH:21][CH:22]=[C:23]([O:26][CH3:27])[N:24]=3)[N:19]=[CH:18][CH:17]=2)[C@H:10]([C:29]([F:32])([F:31])[F:30])[CH2:9]1)(C)(C)C.C(O)(C(F)(F)F)=O. Product: [NH2:7][C@H:8]1[CH2:13][CH2:12][N:11]([CH2:14][C@@H:15]([C:16]2[C:25]3[C:20](=[CH:21][CH:22]=[C:23]([O:26][CH3:27])[N:24]=3)[N:19]=[CH:18][CH:17]=2)[OH:28])[C@H:10]([C:29]([F:30])([F:32])[F:31])[CH2:9]1. The catalyst class is: 2. (9) Reactant: [CH3:13][C:12]([O:11][C:9](O[C:9]([O:11][C:12]([CH3:15])([CH3:14])[CH3:13])=[O:10])=[O:10])([CH3:15])[CH3:14].[CH2:16]([NH:23][S:24]([C:27]1[CH:32]=[CH:31][CH:30]=[C:29]([Br:33])[CH:28]=1)(=[O:26])=[O:25])[C:17]1[CH:22]=[CH:21][CH:20]=[CH:19][CH:18]=1.CCN(C(C)C)C(C)C.O. Product: [C:12]([O:11][C:9](=[O:10])[N:23]([CH2:16][C:17]1[CH:22]=[CH:21][CH:20]=[CH:19][CH:18]=1)[S:24]([C:27]1[CH:32]=[CH:31][CH:30]=[C:29]([Br:33])[CH:28]=1)(=[O:25])=[O:26])([CH3:13])([CH3:14])[CH3:15]. The catalyst class is: 649. (10) Reactant: [S:1]([O:5][CH2:6][CH:7]=[CH2:8])(=[O:4])(=[O:3])[CH3:2].[CH2:9]([OH:12])C=C.[CH2:13]([N:15](CC)CC)[CH3:14].CS(Cl)(=O)=O. Product: [CH2:6]([N:15]([CH:13]=[CH2:14])[CH:9]=[O:12])[CH:7]=[CH2:8].[S:1]([O:5][CH2:6][CH:7]=[CH2:8])(=[O:4])(=[O:3])[CH3:2]. The catalyst class is: 11.